Dataset: Full USPTO retrosynthesis dataset with 1.9M reactions from patents (1976-2016). Task: Predict the reactants needed to synthesize the given product. (1) Given the product [F:1][C:2]1[CH:3]=[C:4]([CH:7]=[C:8]([O:10][C:11]2[CH:16]=[CH:15][C:14]([CH2:17][O:18][C:21]3[CH:31]=[C:25]4[N:26]([CH3:30])[CH2:27][CH2:28][CH2:29][N:24]4[C:23](=[O:32])[N:22]=3)=[CH:13][C:12]=2[F:19])[CH:9]=1)[C:5]#[N:6], predict the reactants needed to synthesize it. The reactants are: [F:1][C:2]1[CH:3]=[C:4]([CH:7]=[C:8]([O:10][C:11]2[CH:16]=[CH:15][C:14]([CH2:17][OH:18])=[CH:13][C:12]=2[F:19])[CH:9]=1)[C:5]#[N:6].Cl[C:21]1[CH:31]=[C:25]2[N:26]([CH3:30])[CH2:27][CH2:28][CH2:29][N:24]2[C:23](=[O:32])[N:22]=1. (2) The reactants are: Br[C:2]1[CH:3]=[C:4]2[C:9](=[CH:10][CH:11]=1)[N:8]=[CH:7][CH:6]=[CH:5]2.C[S-:13].[Na+].Br[CH2:16][CH:17]([O:20][CH3:21])[O:18][CH3:19]. Given the product [CH3:19][O:18][CH:17]([O:20][CH3:21])[CH2:16][S:13][C:2]1[CH:3]=[C:4]2[C:9](=[CH:10][CH:11]=1)[N:8]=[CH:7][CH:6]=[CH:5]2, predict the reactants needed to synthesize it. (3) Given the product [Br:15][CH2:10][CH2:9][CH2:8][C:4]1[CH:5]=[CH:6][CH:7]=[C:2]([Cl:1])[CH:3]=1, predict the reactants needed to synthesize it. The reactants are: [Cl:1][C:2]1[CH:3]=[C:4]([CH2:8][CH2:9][CH2:10]O)[CH:5]=[CH:6][CH:7]=1.C([Br:15])C=C.CCOC(C)=O. (4) Given the product [N+:1]([C:4]1[C:5]([C:15]([OH:17])=[O:16])=[N:6][N:7]([C:9]2[CH:14]=[CH:13][CH:12]=[CH:11][CH:10]=2)[CH:8]=1)([O-:3])=[O:2], predict the reactants needed to synthesize it. The reactants are: [N+:1]([C:4]1[C:5]([C:15]([O:17]C)=[O:16])=[N:6][N:7]([C:9]2[CH:14]=[CH:13][CH:12]=[CH:11][CH:10]=2)[CH:8]=1)([O-:3])=[O:2].[OH-].[K+]. (5) Given the product [CH3:1][O:2][C:3]1[CH:10]=[CH:9][C:6]([CH2:7][NH:20][CH2:13][CH2:12][OH:14])=[CH:5][CH:4]=1, predict the reactants needed to synthesize it. The reactants are: [CH3:1][O:2][C:3]1[CH:10]=[CH:9][C:6]([CH:7]=O)=[CH:5][CH:4]=1.N[CH:12]([OH:14])[CH3:13].C(O)(=O)C.C([BH3-])#[N:20].[Na+].C([O-])(O)=O.[Na+]. (6) The reactants are: [C:1]([C:3]1[CH:12]=[C:11]2[C:6]([CH2:7][CH2:8][NH:9][CH2:10]2)=[CH:5][CH:4]=1)#[N:2].C(=O)([O-])[O-].[K+].[K+].Br[CH2:20][CH2:21][C:22]([O:24][C:25]([CH3:28])([CH3:27])[CH3:26])=[O:23]. Given the product [C:1]([C:3]1[CH:12]=[C:11]2[C:6]([CH2:7][CH2:8][N:9]([CH2:20][CH2:21][C:22]([O:24][C:25]([CH3:28])([CH3:27])[CH3:26])=[O:23])[CH2:10]2)=[CH:5][CH:4]=1)#[N:2], predict the reactants needed to synthesize it. (7) Given the product [CH2:1]([O:4][NH:5][C@@H:18]1[CH:23]=[C:22]([CH2:24][CH2:25][O:26][Si:27]([C:30]([CH3:33])([CH3:31])[CH3:32])([CH3:28])[CH3:29])[C@@H:21]([CH2:34][O:35][Si:36]([C:39]([CH3:42])([CH3:41])[CH3:40])([CH3:37])[CH3:38])[NH:20][CH2:19]1)[CH:2]=[CH2:3], predict the reactants needed to synthesize it. The reactants are: [CH2:1]([O:4][N:5]([C@@H:18]1[CH:23]=[C:22]([CH2:24][CH2:25][O:26][Si:27]([C:30]([CH3:33])([CH3:32])[CH3:31])([CH3:29])[CH3:28])[C@@H:21]([CH2:34][O:35][Si:36]([C:39]([CH3:42])([CH3:41])[CH3:40])([CH3:38])[CH3:37])[NH:20][CH2:19]1)S(C1C=CC=CC=1[N+]([O-])=O)(=O)=O)[CH:2]=[CH2:3].C(ON[C@@H]1C(C)=C[C@@H](CO[Si](C(C)(C)C)(C)C)NC1)C=C.